This data is from NCI-60 drug combinations with 297,098 pairs across 59 cell lines. The task is: Regression. Given two drug SMILES strings and cell line genomic features, predict the synergy score measuring deviation from expected non-interaction effect. Drug 1: CS(=O)(=O)C1=CC(=C(C=C1)C(=O)NC2=CC(=C(C=C2)Cl)C3=CC=CC=N3)Cl. Drug 2: CS(=O)(=O)OCCCCOS(=O)(=O)C. Cell line: HL-60(TB). Synergy scores: CSS=31.0, Synergy_ZIP=1.33, Synergy_Bliss=3.53, Synergy_Loewe=-9.93, Synergy_HSA=0.355.